From a dataset of Reaction yield outcomes from USPTO patents with 853,638 reactions. Predict the reaction yield, written as a fraction of the theoretical maximum amount of product (1.0 means a 100% yield; for example, 0.34 means a 34% yield). The reactants are [S:1]1[CH:5]=[CH:4][N:3]=[C:2]1[CH:6]([CH3:12])[C:7]([O:9]CC)=[O:8].[OH-].[Na+]. The catalyst is CO. The product is [S:1]1[CH:5]=[CH:4][N:3]=[C:2]1[CH:6]([CH3:12])[C:7]([OH:9])=[O:8]. The yield is 0.710.